This data is from Forward reaction prediction with 1.9M reactions from USPTO patents (1976-2016). The task is: Predict the product of the given reaction. (1) Given the reactants [CH2:1]([O:3][C:4](=[O:40])[CH2:5][C:6]1[C:14]2[C:9](=[CH:10][C:11]([C:15]3[CH:20]=[C:19]([N+:21]([O-:23])=[O:22])[CH:18]=[C:17]([N+:24]([O-:26])=[O:25])[CH:16]=3)=[CH:12][CH:13]=2)[N:8]([CH2:27][C:28]2[C:29]3[CH:36]=[C:35]([Cl:37])[CH:34]=[C:33]([NH:38][CH3:39])[C:30]=3[S:31][CH:32]=2)[CH:7]=1)[CH3:2].[CH3:41][S:42](Cl)(=[O:44])=[O:43], predict the reaction product. The product is: [CH2:1]([O:3][C:4](=[O:40])[CH2:5][C:6]1[C:14]2[C:9](=[CH:10][C:11]([C:15]3[CH:20]=[C:19]([N+:21]([O-:23])=[O:22])[CH:18]=[C:17]([N+:24]([O-:26])=[O:25])[CH:16]=3)=[CH:12][CH:13]=2)[N:8]([CH2:27][C:28]2[C:29]3[CH:36]=[C:35]([Cl:37])[CH:34]=[C:33]([N:38]([S:42]([CH3:41])(=[O:44])=[O:43])[CH3:39])[C:30]=3[S:31][CH:32]=2)[CH:7]=1)[CH3:2]. (2) Given the reactants CC(C)(C)C([N:5]1[C:13]2[C:8](=[CH:9][C:10]([NH:14][CH:15]3[CH2:20][CH2:19][CH2:18][NH:17][CH2:16]3)=[CH:11][CH:12]=2)[CH:7]=[N:6]1)=O.[CH:23]([C:25]1[CH:30]=[CH:29][C:28]([NH:31][C:32](=[O:34])[CH3:33])=[CH:27][CH:26]=1)=O.C(O[BH-](OC(=O)C)OC(=O)C)(=O)C.[Na+].C[O-].[Na+], predict the reaction product. The product is: [NH:5]1[C:13]2[C:8](=[CH:9][C:10]([NH:14][CH:15]3[CH2:20][CH2:19][CH2:18][N:17]([CH2:23][C:25]4[CH:26]=[CH:27][C:28]([NH:31][C:32](=[O:34])[CH3:33])=[CH:29][CH:30]=4)[CH2:16]3)=[CH:11][CH:12]=2)[CH:7]=[N:6]1.